This data is from Catalyst prediction with 721,799 reactions and 888 catalyst types from USPTO. The task is: Predict which catalyst facilitates the given reaction. Reactant: [CH2:1]([C:3]1[N:7]([C:8]2[N:16]=[C:15]3[C:11]([N:12]=[C:13]([CH:18]=O)[N:14]3[CH3:17])=[C:10]([N:20]3[CH2:25][CH2:24][O:23][CH2:22][CH2:21]3)[N:9]=2)[C:6]2[CH:26]=[CH:27][CH:28]=[CH:29][C:5]=2[N:4]=1)[CH3:2].[F:30][C@H:31]1[CH2:35][CH2:34][N:33]([CH:36]2[CH2:41][CH2:40][NH:39][CH2:38][CH2:37]2)[CH2:32]1.C(O[BH-](OC(=O)C)OC(=O)C)(=O)C.[Na+]. Product: [CH2:1]([C:3]1[N:7]([C:8]2[N:16]=[C:15]3[C:11]([N:12]=[C:13]([CH2:18][N:39]4[CH2:40][CH2:41][CH:36]([N:33]5[CH2:34][CH2:35][C@H:31]([F:30])[CH2:32]5)[CH2:37][CH2:38]4)[N:14]3[CH3:17])=[C:10]([N:20]3[CH2:21][CH2:22][O:23][CH2:24][CH2:25]3)[N:9]=2)[C:6]2[CH:26]=[CH:27][CH:28]=[CH:29][C:5]=2[N:4]=1)[CH3:2]. The catalyst class is: 26.